Task: Predict the reaction yield, written as a fraction of the theoretical maximum amount of product (1.0 means a 100% yield; for example, 0.34 means a 34% yield).. Dataset: Reaction yield outcomes from USPTO patents with 853,638 reactions The reactants are [OH:1][C:2]1[CH:11]=[C:10]2[C:5]([C:6]([Br:16])=[N:7][N:8]([CH:13]([CH3:15])[CH3:14])[C:9]2=[O:12])=[CH:4][CH:3]=1.[C:17]([O-])([O-])=O.[K+].[K+].CI. The catalyst is C1COCC1. The product is [CH3:17][O:1][C:2]1[CH:11]=[C:10]2[C:5]([C:6]([Br:16])=[N:7][N:8]([CH:13]([CH3:14])[CH3:15])[C:9]2=[O:12])=[CH:4][CH:3]=1. The yield is 0.760.